This data is from Full USPTO retrosynthesis dataset with 1.9M reactions from patents (1976-2016). The task is: Predict the reactants needed to synthesize the given product. (1) Given the product [ClH:1].[Cl:1][C:2]1[CH:7]=[CH:6][C:5]([C@H:8]2[C@@H:12]([C:13]3[CH:18]=[CH:17][C:16]([Cl:19])=[CH:15][CH:14]=3)[N:11]([C:20]([N:38]3[CH2:39][CH2:40][N:35]([CH2:41][CH2:42][OH:43])[CH2:36][CH2:37]3)=[O:21])[C:10]([C:23]3[CH:24]=[N:25][C:26]([O:32][CH2:33][CH3:34])=[CH:27][C:28]=3[O:29][CH2:30][CH3:31])=[N:9]2)=[CH:4][CH:3]=1, predict the reactants needed to synthesize it. The reactants are: [Cl:1][C:2]1[CH:7]=[CH:6][C:5]([CH:8]2[CH:12]([C:13]3[CH:18]=[CH:17][C:16]([Cl:19])=[CH:15][CH:14]=3)[N:11]([C:20](Cl)=[O:21])[C:10]([C:23]3[CH:24]=[N:25][C:26]([O:32][CH2:33][CH3:34])=[CH:27][C:28]=3[O:29][CH2:30][CH3:31])=[N:9]2)=[CH:4][CH:3]=1.[N:35]1([CH2:41][CH2:42][OH:43])[CH2:40][CH2:39][NH:38][CH2:37][CH2:36]1. (2) Given the product [N:9]1[C:8]2[CH:7]=[CH:6][O:5][C:4]=2[C:2](=[O:3])[NH:1][CH:10]=1, predict the reactants needed to synthesize it. The reactants are: [NH2:1][C:2]([C:4]1[O:5][CH:6]=[CH:7][C:8]=1[NH:9][C:10](=O)OC(C)(C)C)=[O:3].C(Cl)Cl.